From a dataset of Full USPTO retrosynthesis dataset with 1.9M reactions from patents (1976-2016). Predict the reactants needed to synthesize the given product. (1) Given the product [F:14][C:13]([F:15])([F:16])[S:10]([CH:6]([S:3]([C:2]([F:17])([F:1])[F:18])(=[O:4])=[O:5])[CH2:7][CH2:8][CH2:9][Si:22]([O:26][CH2:27][CH3:28])([O:23][CH2:24][CH3:25])[O:21][CH2:19][CH3:20])(=[O:12])=[O:11], predict the reactants needed to synthesize it. The reactants are: [F:1][C:2]([F:18])([F:17])[S:3]([CH:6]([S:10]([C:13]([F:16])([F:15])[F:14])(=[O:12])=[O:11])[CH2:7][CH:8]=[CH2:9])(=[O:5])=[O:4].[CH2:19]([O:21][SiH:22]([O:26][CH2:27][CH3:28])[O:23][CH2:24][CH3:25])[CH3:20]. (2) Given the product [NH2:20][C:21]1[C:36]([CH3:37])=[CH:35][C:24]([O:25][C:26]2[C:27]([NH:41][CH3:39])=[C:28]([NH:33][C:15](=[O:17])[CH2:14][O:13][C:12]3[CH:11]=[CH:10][C:9]([CH2:8][CH:4]4[S:3][C:2](=[O:1])[NH:6][C:5]4=[O:7])=[CH:19][CH:18]=3)[CH:29]=[CH:30][CH:31]=2)=[CH:23][C:22]=1[CH3:38], predict the reactants needed to synthesize it. The reactants are: [O:1]=[C:2]1[NH:6][C:5](=[O:7])[CH:4]([CH2:8][C:9]2[CH:19]=[CH:18][C:12]([O:13][CH2:14][C:15]([OH:17])=O)=[CH:11][CH:10]=2)[S:3]1.[NH2:20][C:21]1[C:36]([CH3:37])=[CH:35][C:24]([O:25][C:26]2[CH:27]=[C:28]([NH:33]C)[C:29](N)=[CH:30][CH:31]=2)=[CH:23][C:22]=1[CH3:38].[CH2:39]([N:41](CC)CC)C.C(=O)(O)[O-].[Na+]. (3) Given the product [Cl:35][C:30]1[CH:31]=[CH:32][CH:33]=[CH:34][C:29]=1[CH:27]([O:26][C:24]([NH:23][C:18]1[C:19]([CH3:22])=[N:20][O:21][C:17]=1[C:14]1[CH:15]=[CH:16][C:11]([C:6]2[C:5]([C:3]([OH:4])=[O:2])=[CH:10][CH:9]=[CH:8][CH:7]=2)=[CH:12][CH:13]=1)=[O:25])[CH3:28], predict the reactants needed to synthesize it. The reactants are: C[O:2][C:3]([C:5]1[C:6]([C:11]2[CH:16]=[CH:15][C:14]([C:17]3[O:21][N:20]=[C:19]([CH3:22])[C:18]=3[NH:23][C:24]([O:26][CH:27]([C:29]3[CH:34]=[CH:33][CH:32]=[CH:31][C:30]=3[Cl:35])[CH3:28])=[O:25])=[CH:13][CH:12]=2)=[CH:7][CH:8]=[CH:9][CH:10]=1)=[O:4].[Li+].[OH-]. (4) Given the product [C:19]([O:23][C:24]([N:26]1[CH2:31][CH2:30][CH:29]([NH:32][C:7]2[CH:6]=[C:5]([Cl:9])[N:4]=[N:3][C:2]=2[Cl:1])[CH2:28][CH2:27]1)=[O:25])([CH3:22])([CH3:20])[CH3:21], predict the reactants needed to synthesize it. The reactants are: [Cl:1][C:2]1[N:3]=[N:4][C:5]([Cl:9])=[CH:6][C:7]=1Cl.CCN(C(C)C)C(C)C.[C:19]([O:23][C:24]([N:26]1[CH2:31][CH2:30][CH:29]([NH2:32])[CH2:28][CH2:27]1)=[O:25])([CH3:22])([CH3:21])[CH3:20]. (5) Given the product [CH3:11][N:12]([CH3:25])[C:13]1[CH:14]=[C:15]([CH:18]=[C:19]([C:21]([F:24])([F:23])[F:22])[CH:20]=1)[CH:16]=[O:27], predict the reactants needed to synthesize it. The reactants are: [H-].C([Al+]CC(C)C)C(C)C.[CH3:11][N:12]([CH3:25])[C:13]1[CH:14]=[C:15]([CH:18]=[C:19]([C:21]([F:24])([F:23])[F:22])[CH:20]=1)[C:16]#N.C(C(C(C([O-])=O)O)O)([O-])=[O:27].[K+].[Na+]. (6) Given the product [CH3:1][O:2][C:3]1[CH:4]=[CH:5][C:6]([CH2:7][N:8]2[C:17](=[O:20])[CH2:18][CH2:19][C:10]([C:11]([O:13][CH3:14])=[O:12])=[CH:9]2)=[CH:15][CH:16]=1, predict the reactants needed to synthesize it. The reactants are: [CH3:1][O:2][C:3]1[CH:16]=[CH:15][C:6]([CH2:7][NH:8]/[CH:9]=[CH:10]/[C:11]([O:13][CH3:14])=[O:12])=[CH:5][CH:4]=1.[C:17](Cl)(=[O:20])[CH:18]=[CH2:19]. (7) Given the product [CH3:1][C:2]1[N:3]=[C:4]([NH:13][CH2:14][CH:15]([C:17]2[CH:22]=[CH:21][CH:20]=[CH:19][CH:18]=2)[OH:16])[C:5]2[CH:10]=[C:9]([CH3:11])[S:8][C:6]=2[N:7]=1, predict the reactants needed to synthesize it. The reactants are: [CH3:1][C:2]1[N:3]=[C:4](Cl)[C:5]2[CH:10]=[C:9]([CH3:11])[S:8][C:6]=2[N:7]=1.[NH2:13][CH2:14][CH:15]([C:17]1[CH:22]=[CH:21][CH:20]=[CH:19][CH:18]=1)[OH:16].